This data is from Forward reaction prediction with 1.9M reactions from USPTO patents (1976-2016). The task is: Predict the product of the given reaction. (1) The product is: [CH:5]1([C:3]([OH:4])=[O:2])[CH2:10][CH2:9][CH:8]=[CH:7][CH2:6]1. Given the reactants C[O:2][C:3]([CH:5]1[CH2:10][CH2:9][CH:8]=[CH:7][CH2:6]1)=[O:4].[OH-].[Na+].Cl, predict the reaction product. (2) Given the reactants [Br:1][C:2]1[CH:3]=[C:4]([CH:7]=O)[S:5][CH:6]=1.[CH2:9]([NH2:13])[CH:10]([CH3:12])[CH3:11].[BH4-].[Na+], predict the reaction product. The product is: [Br:1][C:2]1[CH:3]=[C:4]([CH2:7][NH:13][CH2:9][CH:10]([CH3:12])[CH3:11])[S:5][CH:6]=1. (3) The product is: [ClH:29].[CH2:1]([N:4]1[CH2:5][CH2:6][N:7]([C:10]2[CH:11]=[CH:12][C:13]([NH:16][S:26]([C:23]3[CH:24]=[CH:25][C:20]([CH:17]([CH3:19])[CH3:18])=[CH:21][CH:22]=3)(=[O:28])=[O:27])=[N:14][CH:15]=2)[CH2:8][CH2:9]1)[CH:2]=[CH2:3]. Given the reactants [CH2:1]([N:4]1[CH2:9][CH2:8][N:7]([C:10]2[CH:11]=[CH:12][C:13]([NH2:16])=[N:14][CH:15]=2)[CH2:6][CH2:5]1)[CH:2]=[CH2:3].[CH:17]([C:20]1[CH:25]=[CH:24][C:23]([S:26]([Cl:29])(=[O:28])=[O:27])=[CH:22][CH:21]=1)([CH3:19])[CH3:18].C(N(CC)CC)C, predict the reaction product. (4) Given the reactants Br[C:2]1[CH:3]=[C:4]([C:8]2[N:13]=[C:12]([C:14]([F:17])([F:16])[F:15])[CH:11]=[C:10]([C:18]3[CH:23]=[CH:22][C:21]([C:24]([F:27])([F:26])[F:25])=[CH:20][CH:19]=3)[N:9]=2)[CH:5]=[CH:6][CH:7]=1.[OH:28][CH2:29][C:30]1[CH:35]=[CH:34][C:33](B(O)O)=[CH:32][CH:31]=1, predict the reaction product. The product is: [F:15][C:14]([F:17])([F:16])[C:12]1[CH:11]=[C:10]([C:18]2[CH:23]=[CH:22][C:21]([C:24]([F:27])([F:26])[F:25])=[CH:20][CH:19]=2)[N:9]=[C:8]([C:4]2[CH:3]=[C:2]([C:33]3[CH:34]=[CH:35][C:30]([CH2:29][OH:28])=[CH:31][CH:32]=3)[CH:7]=[CH:6][CH:5]=2)[N:13]=1. (5) Given the reactants [N+:1]([C:4]1[CH:9]=[CH:8][CH:7]=[CH:6][C:5]=1[S:10](Cl)(=[O:12])=[O:11])([O-:3])=[O:2].[CH2:14]([NH2:16])[CH3:15], predict the reaction product. The product is: [CH2:14]([NH:16][S:10]([C:5]1[CH:6]=[CH:7][CH:8]=[CH:9][C:4]=1[N+:1]([O-:3])=[O:2])(=[O:12])=[O:11])[CH3:15]. (6) The product is: [CH3:1][N:2]([CH2:4][C:5]1[C:26]([O:27][CH2:28][CH2:29][CH2:30][NH:31][C:32]2[CH:37]=[CH:36][CH:35]=[CH:34][N:33]=2)=[CH:25][C:8]2[CH2:9][C:10]3[CH:23]=[C:22]([F:24])[CH:21]=[CH:20][C:11]=3[CH:12]([CH2:14][C:15]([OH:17])=[O:16])[CH2:13][C:7]=2[CH:6]=1)[CH3:3]. Given the reactants [CH3:1][N:2]([CH2:4][C:5]1[C:26]([O:27][CH2:28][CH2:29][CH2:30][NH:31][C:32]2[CH:37]=[CH:36][CH:35]=[CH:34][N:33]=2)=[CH:25][C:8]2[CH2:9][C:10]3[CH:23]=[C:22]([F:24])[CH:21]=[CH:20][C:11]=3[CH:12]([CH2:14][C:15]([O:17]CC)=[O:16])[CH2:13][C:7]=2[CH:6]=1)[CH3:3].N1C=CC=CC=1NCCCOC1C=CC2C[C@H](CC(OCC)=O)C3C=CC=CC=3CC=2C=1, predict the reaction product. (7) Given the reactants [NH:1]1[CH2:5][CH2:4][CH2:3][CH2:2]1.[CH2:6]([N:8]1[C:17]2[C:12](=[CH:13][C:14]([O:28][CH2:29][C:30]3[CH:35]=[CH:34][C:33]([O:36][CH3:37])=[CH:32][CH:31]=3)=[C:15]([O:18][CH2:19][C:20]3[CH:25]=[CH:24][C:23]([O:26][CH3:27])=[CH:22][CH:21]=3)[CH:16]=2)[C:11](=[O:38])[C:10]([CH:39]=O)=[N:9]1)[CH3:7].C(O[BH-](OC(=O)C)OC(=O)C)(=O)C.[Na+], predict the reaction product. The product is: [CH2:6]([N:8]1[C:17]2[C:12](=[CH:13][C:14]([O:28][CH2:29][C:30]3[CH:31]=[CH:32][C:33]([O:36][CH3:37])=[CH:34][CH:35]=3)=[C:15]([O:18][CH2:19][C:20]3[CH:21]=[CH:22][C:23]([O:26][CH3:27])=[CH:24][CH:25]=3)[CH:16]=2)[C:11](=[O:38])[C:10]([CH2:39][N:1]2[CH2:5][CH2:4][CH2:3][CH2:2]2)=[N:9]1)[CH3:7].